Task: Predict the product of the given reaction.. Dataset: Forward reaction prediction with 1.9M reactions from USPTO patents (1976-2016) (1) Given the reactants [Cl:1][C:2]1[CH:3]=[C:4]([CH2:9][OH:10])[CH:5]=[N:6][C:7]=1Cl.[C:11]1(B(O)O)[CH:16]=[CH:15][CH:14]=[CH:13][CH:12]=1.C([O-])([O-])=O.[K+].[K+].C(OCC)(=O)C, predict the reaction product. The product is: [Cl:1][C:2]1[CH:3]=[C:4]([CH2:9][OH:10])[CH:5]=[N:6][C:7]=1[C:11]1[CH:16]=[CH:15][CH:14]=[CH:13][CH:12]=1. (2) Given the reactants [F:1][C:2]1[CH:3]=[C:4]([CH2:8][C:9]([C:11]2[CH:16]=[CH:15][CH:14]=[CH:13][CH:12]=2)=O)[CH:5]=[CH:6][CH:7]=1.[CH2:17]([O:19][C:20]1[CH:21]=[C:22]([CH:25]=[C:26]([N+:29]([O-:31])=[O:30])[C:27]=1[OH:28])[CH:23]=O)[CH3:18].[NH2:32][C:33]([NH2:35])=[O:34].Cl, predict the reaction product. The product is: [CH2:17]([O:19][C:20]1[CH:21]=[C:22]([CH:23]2[C:8]([C:4]3[CH:5]=[CH:6][CH:7]=[C:2]([F:1])[CH:3]=3)=[C:9]([C:11]3[CH:16]=[CH:15][CH:14]=[CH:13][CH:12]=3)[NH:35][C:33](=[O:34])[NH:32]2)[CH:25]=[C:26]([N+:29]([O-:31])=[O:30])[C:27]=1[OH:28])[CH3:18]. (3) Given the reactants [CH3:1][O:2][C:3](=[O:14])[CH2:4][CH2:5][C:6]1[CH:11]=[CH:10][C:9]([NH2:12])=[CH:8][C:7]=1[CH3:13].[CH3:15][C:16]1[N:17]=[C:18]([C:23]2[CH:28]=[CH:27][C:26]([C:29]([F:32])([F:31])[F:30])=[CH:25][CH:24]=2)[S:19][C:20]=1[CH:21]=O.C(O)(=O)C.C(O[BH-](OC(=O)C)OC(=O)C)(=O)C.[Na+], predict the reaction product. The product is: [CH3:1][O:2][C:3](=[O:14])[CH2:4][CH2:5][C:6]1[CH:11]=[CH:10][C:9]([NH:12][CH2:21][C:20]2[S:19][C:18]([C:23]3[CH:24]=[CH:25][C:26]([C:29]([F:32])([F:30])[F:31])=[CH:27][CH:28]=3)=[N:17][C:16]=2[CH3:15])=[CH:8][C:7]=1[CH3:13]. (4) Given the reactants [CH3:1][C:2]([CH3:7])([CH3:6])[C:3](Cl)=[O:4].[Cl:8][C:9]1[CH:14]=[CH:13][N:12]=[C:11]([NH2:15])[CH:10]=1.CCOC(C)=O, predict the reaction product. The product is: [Cl:8][C:9]1[CH:14]=[CH:13][N:12]=[C:11]([NH:15][C:3](=[O:4])[C:2]([CH3:7])([CH3:6])[CH3:1])[CH:10]=1. (5) Given the reactants [CH3:1][C:2]1[C:7]([CH3:8])=[CH:6][CH:5]=[CH:4][C:3]=1[CH:9]([C:11]1[N:15]([C:16]([C:29]2[CH:34]=[CH:33][CH:32]=[CH:31][CH:30]=2)([C:23]2[CH:28]=[CH:27][CH:26]=[CH:25][CH:24]=2)[C:17]2[CH:22]=[CH:21][CH:20]=[CH:19][CH:18]=2)[CH:14]=[N:13][CH:12]=1)[OH:10], predict the reaction product. The product is: [CH3:1][C:2]1[C:7]([CH3:8])=[CH:6][CH:5]=[CH:4][C:3]=1[C:9]([C:11]1[N:15]([C:16]([C:17]2[CH:22]=[CH:21][CH:20]=[CH:19][CH:18]=2)([C:29]2[CH:30]=[CH:31][CH:32]=[CH:33][CH:34]=2)[C:23]2[CH:28]=[CH:27][CH:26]=[CH:25][CH:24]=2)[CH:14]=[N:13][CH:12]=1)=[O:10]. (6) Given the reactants [CH3:1][C:2]1[CH:7]=[CH:6][C:5]([NH:8][C:9](=[O:20])[C:10]2[CH:15]=[CH:14][CH:13]=[C:12]([C:16]([F:19])([F:18])[F:17])[CH:11]=2)=[CH:4][C:3]=1[C:21]1[CH:26]=[C:25]([N:27]2[CH2:32][CH2:31][O:30][CH2:29][CH2:28]2)[N:24]=[C:23](S(C)(=O)=O)[N:22]=1.[NH2:37][CH:38]([CH2:41][OH:42])[CH2:39][OH:40].[H-].[Na+], predict the reaction product. The product is: [OH:40][CH2:39][CH:38]([NH:37][C:23]1[N:22]=[C:21]([C:3]2[CH:4]=[C:5]([NH:8][C:9](=[O:20])[C:10]3[CH:15]=[CH:14][CH:13]=[C:12]([C:16]([F:17])([F:18])[F:19])[CH:11]=3)[CH:6]=[CH:7][C:2]=2[CH3:1])[CH:26]=[C:25]([N:27]2[CH2:32][CH2:31][O:30][CH2:29][CH2:28]2)[N:24]=1)[CH2:41][OH:42]. (7) Given the reactants [NH2:1][C:2]1[CH:7]=[C:6]([CH3:8])[C:5]([S:9]([NH2:12])(=[O:11])=[O:10])=[C:4]([CH3:13])[CH:3]=1.Cl.[Br:15][C:16]1[C:17]([NH:23][C@H:24]([CH3:27])[CH2:25][OH:26])=[N:18][C:19](Cl)=[N:20][CH:21]=1, predict the reaction product. The product is: [Br:15][C:16]1[C:17]([NH:23][C@H:24]([CH3:27])[CH2:25][OH:26])=[N:18][C:19]([NH:1][C:2]2[CH:3]=[C:4]([CH3:13])[C:5]([S:9]([NH2:12])(=[O:10])=[O:11])=[C:6]([CH3:8])[CH:7]=2)=[N:20][CH:21]=1.